Dataset: Catalyst prediction with 721,799 reactions and 888 catalyst types from USPTO. Task: Predict which catalyst facilitates the given reaction. (1) Reactant: [N+](C1C=CC(C([O:10][C@H:11]2[CH2:15][CH2:14][N:13]([CH2:16][CH2:17][CH2:18][C:19]3[CH:24]=[CH:23][C:22]([O:25][CH3:26])=[CH:21][CH:20]=3)[CH2:12]2)=O)=CC=1)([O-])=O.[OH-].[Na+]. Product: [OH:10][C@H:11]1[CH2:15][CH2:14][N:13]([CH2:16][CH2:17][CH2:18][C:19]2[CH:20]=[CH:21][C:22]([O:25][CH3:26])=[CH:23][CH:24]=2)[CH2:12]1. The catalyst class is: 5. (2) Reactant: [F:1][C:2]1[C:7]([CH:8]([OH:10])[CH3:9])=[CH:6][CH:5]=[CH:4][N:3]=1.C(N(CC)CC)C.O. Product: [F:1][C:2]1[C:7]([C:8](=[O:10])[CH3:9])=[CH:6][CH:5]=[CH:4][N:3]=1. The catalyst class is: 16. (3) Reactant: [CH2:1]([N:8]1[C:17]2[C:12](=[CH:13][C:14]([N+:18]([O-])=O)=[CH:15][CH:16]=2)[CH2:11][CH2:10][CH2:9]1)[C:2]1[CH:7]=[CH:6][CH:5]=[CH:4][CH:3]=1.[Cl-].[NH4+].C(O)C. Product: [CH2:1]([N:8]1[C:17]2[C:12](=[CH:13][C:14]([NH2:18])=[CH:15][CH:16]=2)[CH2:11][CH2:10][CH2:9]1)[C:2]1[CH:3]=[CH:4][CH:5]=[CH:6][CH:7]=1. The catalyst class is: 150. (4) Reactant: CS[CH:3]([NH:7][C:8]1[CH:13]=[C:12]([C:14]([F:17])([F:16])[F:15])[CH:11]=[CH:10][N:9]=1)[NH:4][C:5]#[N:6].[NH2:18][NH2:19]. Product: [F:17][C:14]([F:15])([F:16])[C:12]1[CH:11]=[CH:10][N:9]=[C:8]([NH:7][C:3]2[N:4]=[C:5]([NH2:6])[NH:19][N:18]=2)[CH:13]=1. The catalyst class is: 5. (5) Reactant: [NH2:1][C:2]1[C:3]2[CH2:17][CH2:16][C:15]3[C:10](=[CH:11][CH:12]=[CH:13][CH:14]=3)[C:4]=2[S:5][C:6]=1[C:7]([NH2:9])=[O:8].[O-:18][C:19]#[N:20].[Na+]. Product: [NH2:20][C:19]([NH:1][C:2]1[C:3]2[CH2:17][CH2:16][C:15]3[C:10](=[CH:11][CH:12]=[CH:13][CH:14]=3)[C:4]=2[S:5][C:6]=1[C:7]([NH2:9])=[O:8])=[O:18]. The catalyst class is: 86. (6) Reactant: [CH2:1]([O:3][C:4]([C:6]1[CH:11]=[CH:10][C:9]([C:12]2[CH:17]=[CH:16][CH:15]=[C:14]([CH:18]=[O:19])[CH:13]=2)=[CH:8][CH:7]=1)=[O:5])[CH3:2].[BH4-].[Na+]. Product: [CH2:1]([O:3][C:4]([C:6]1[CH:7]=[CH:8][C:9]([C:12]2[CH:17]=[CH:16][CH:15]=[C:14]([CH2:18][OH:19])[CH:13]=2)=[CH:10][CH:11]=1)=[O:5])[CH3:2]. The catalyst class is: 125.